Dataset: Reaction yield outcomes from USPTO patents with 853,638 reactions. Task: Predict the reaction yield, written as a fraction of the theoretical maximum amount of product (1.0 means a 100% yield; for example, 0.34 means a 34% yield). (1) The reactants are COC1C=CC(C[N:8]2[C:12]3=[N:13][CH:14]=[CH:15][C:16]([O:17][C:18]4[CH:23]=[CH:22][C:21]([NH:24][C:25]([C:27]5[C:28](=[O:40])[N:29]([C:33]6[CH:38]=[CH:37][C:36]([F:39])=[CH:35][CH:34]=6)[N:30]=[CH:31][CH:32]=5)=[O:26])=[CH:20][C:19]=4[F:41])=[C:11]3[C:10]([N:42]3[CH2:47][CH2:46][N:45]([CH2:48][CH2:49][O:50][CH3:51])[CH2:44][CH2:43]3)=[N:9]2)=CC=1.FC(F)(F)C(O)=O. No catalyst specified. The product is [F:41][C:19]1[CH:20]=[C:21]([NH:24][C:25]([C:27]2[C:28](=[O:40])[N:29]([C:33]3[CH:34]=[CH:35][C:36]([F:39])=[CH:37][CH:38]=3)[N:30]=[CH:31][CH:32]=2)=[O:26])[CH:22]=[CH:23][C:18]=1[O:17][C:16]1[CH:15]=[CH:14][N:13]=[C:12]2[NH:8][N:9]=[C:10]([N:42]3[CH2:47][CH2:46][N:45]([CH2:48][CH2:49][O:50][CH3:51])[CH2:44][CH2:43]3)[C:11]=12. The yield is 0.480. (2) The reactants are [CH3:1][O:2][CH:3]([O:6][CH3:7])[CH2:4]Br.[Cl:8][C:9]1[CH:28]=[CH:27][C:12]([NH:13][C:14]2[C:23]3[C:18](=[CH:19][C:20]([OH:26])=[C:21]([O:24][CH3:25])[CH:22]=3)[N:17]=[CH:16][N:15]=2)=[C:11]([F:29])[CH:10]=1.C(=O)([O-])[O-].[K+].[K+]. The catalyst is CN(C=O)C. The product is [Cl:8][C:9]1[CH:28]=[CH:27][C:12]([NH:13][C:14]2[C:23]3[C:18](=[CH:19][C:20]([O:26][CH2:4][CH:3]([O:6][CH3:7])[O:2][CH3:1])=[C:21]([O:24][CH3:25])[CH:22]=3)[N:17]=[CH:16][N:15]=2)=[C:11]([F:29])[CH:10]=1. The yield is 0.350. (3) The product is [ClH:1].[ClH:1].[CH2:8]([NH:10][C:11]1[NH:12][C:13]2[CH:19]=[CH:18][C:17]([C:20]3[CH:21]=[CH:22][C:23]4[O:29][CH2:28][CH2:27][NH:26][CH2:25][C:24]=4[CH:37]=3)=[CH:16][C:14]=2[N:15]=1)[CH3:9]. The yield is 1.00. The catalyst is CO. The reactants are [ClH:1].O1CCOCC1.[CH2:8]([NH:10][C:11]1[NH:15][C:14]2[CH:16]=[C:17]([C:20]3[CH:21]=[CH:22][C:23]4[O:29][CH2:28][CH2:27][N:26](C(OC(C)(C)C)=O)[CH2:25][C:24]=4[CH:37]=3)[CH:18]=[CH:19][C:13]=2[N:12]=1)[CH3:9]. (4) The reactants are Cl[C:2]1[N:7]=[C:6]([NH:8][C:9]([C:11]2([C:14]3[CH:15]=[CH:16][C:17]4[O:21][CH2:20][CH2:19][C:18]=4[CH:22]=3)[CH2:13][CH2:12]2)=[O:10])[CH:5]=[C:4]([CH3:23])[CH:3]=1.[CH3:24][O:25][C:26]1[N:31]=[CH:30][C:29](B(O)O)=[CH:28][CH:27]=1.C([O-])([O-])=O.[Na+].[Na+]. The catalyst is COCCOC.[Pd].C1(P(C2C=CC=CC=2)C2C=CC=CC=2)C=CC=CC=1.C1(P(C2C=CC=CC=2)C2C=CC=CC=2)C=CC=CC=1.C1(P(C2C=CC=CC=2)C2C=CC=CC=2)C=CC=CC=1.C1(P(C2C=CC=CC=2)C2C=CC=CC=2)C=CC=CC=1. The product is [O:21]1[C:17]2[CH:16]=[CH:15][C:14]([C:11]3([C:9]([NH:8][C:6]4[N:7]=[C:2]([C:29]5[CH:30]=[N:31][C:26]([O:25][CH3:24])=[CH:27][CH:28]=5)[CH:3]=[C:4]([CH3:23])[CH:5]=4)=[O:10])[CH2:13][CH2:12]3)=[CH:22][C:18]=2[CH2:19][CH2:20]1. The yield is 0.600.